From a dataset of Forward reaction prediction with 1.9M reactions from USPTO patents (1976-2016). Predict the product of the given reaction. Given the reactants [CH3:1][S:2][C:3]1[CH:4]=[C:5]([CH:7]=[CH:8][CH:9]=1)[NH2:6].N1C=CC=CC=1.[F:16][C:17]1[CH:22]=[CH:21][C:20]([S:23](Cl)(=[O:25])=[O:24])=[C:19]([N+:27]([O-:29])=[O:28])[CH:18]=1, predict the reaction product. The product is: [F:16][C:17]1[CH:22]=[CH:21][C:20]([S:23]([NH:6][C:5]2[CH:7]=[CH:8][CH:9]=[C:3]([S:2][CH3:1])[CH:4]=2)(=[O:25])=[O:24])=[C:19]([N+:27]([O-:29])=[O:28])[CH:18]=1.